From a dataset of Forward reaction prediction with 1.9M reactions from USPTO patents (1976-2016). Predict the product of the given reaction. (1) The product is: [CH2:7]1[C:2]2[C:1](=[CH:6][CH:5]=[CH:4][CH:3]=2)[CH2:8][CH2:14][CH2:13]1. Given the reactants [C:1]1([CH3:8])[C:2]([CH3:7])=[CH:3][CH:4]=[CH:5][CH:6]=1.C(Cl)(Cl)Cl.[C:13]1(C)C=CC=C[CH:14]=1, predict the reaction product. (2) Given the reactants O1CCCC1.[NH2:6][C:7]1[C:12]([C:13]2[O:17][N:16]=[C:15]([CH2:18][C:19]3[CH:24]=[CH:23][C:22]([OH:25])=[CH:21][CH:20]=3)[CH:14]=2)=[CH:11][CH:10]=[C:9]([NH2:26])[N:8]=1.[OH-].[Na+].[Cl:29][C:30]1[CH:35]=[CH:34][CH:33]=[C:32]([CH2:36]Cl)[N:31]=1, predict the reaction product. The product is: [Cl:29][C:30]1[N:31]=[C:32]([CH2:36][O:25][C:22]2[CH:23]=[CH:24][C:19]([CH2:18][C:15]3[CH:14]=[C:13]([C:12]4[C:7]([NH2:6])=[N:8][C:9]([NH2:26])=[CH:10][CH:11]=4)[O:17][N:16]=3)=[CH:20][CH:21]=2)[CH:33]=[CH:34][CH:35]=1. (3) Given the reactants [C:1](=[O:8])([O:5][CH2:6][CH3:7])OCC.CC(C)([O-])C.[K+].[CH3:15][C:16]([C:18]1[CH:23]=[CH:22][C:21]([F:24])=[CH:20][CH:19]=1)=[O:17], predict the reaction product. The product is: [F:24][C:21]1[CH:22]=[CH:23][C:18]([C:16](=[O:17])[CH2:15][C:1]([O:5][CH2:6][CH3:7])=[O:8])=[CH:19][CH:20]=1. (4) Given the reactants [NH2:1][C:2]1[CH:3]=[C:4]([Cl:31])[CH:5]=[C:6]2[C:10]=1[NH:9][C:8]([C:11]([NH2:13])=[O:12])=[C:7]2[S:14]([N:17]1[CH2:22][CH2:21][O:20][C@H:19]([CH2:23][O:24][C:25]2[CH:30]=[CH:29][CH:28]=[CH:27][CH:26]=2)[CH2:18]1)(=[O:16])=[O:15].[C:32]([NH:36][C:37]([N:39]1[CH2:44][CH2:43][C:42](=O)[CH2:41][CH2:40]1)=[O:38])([CH3:35])([CH3:34])[CH3:33], predict the reaction product. The product is: [C:32]([NH:36][C:37]([N:39]1[CH2:44][CH2:43][CH:42]([NH:1][C:2]2[CH:3]=[C:4]([Cl:31])[CH:5]=[C:6]3[C:10]=2[NH:9][C:8]([C:11]([NH2:13])=[O:12])=[C:7]3[S:14]([N:17]2[CH2:22][CH2:21][O:20][C@H:19]([CH2:23][O:24][C:25]3[CH:26]=[CH:27][CH:28]=[CH:29][CH:30]=3)[CH2:18]2)(=[O:16])=[O:15])[CH2:41][CH2:40]1)=[O:38])([CH3:35])([CH3:33])[CH3:34].